This data is from Catalyst prediction with 721,799 reactions and 888 catalyst types from USPTO. The task is: Predict which catalyst facilitates the given reaction. (1) Reactant: [C:1]([C:3]1[CH:4]=[C:5]([C:10]2[NH:11][C:12]3[N:13]([N:17]=[CH:18][C:19]=3[C:20]#[N:21])[C:14](=[O:16])[CH:15]=2)[CH:6]=[CH:7][C:8]=1[OH:9])#[N:2].CS(C)=[O:24].C(=O)([O-])[O-].[K+].[K+].OO. Product: [C:1]([C:3]1[CH:4]=[C:5]([C:10]2[NH:11][C:12]3[N:13]([N:17]=[CH:18][C:19]=3[C:20]([NH2:21])=[O:24])[C:14](=[O:16])[CH:15]=2)[CH:6]=[CH:7][C:8]=1[OH:9])#[N:2]. The catalyst class is: 5. (2) Reactant: [CH2:1]([N:5]1[C:9]2[CH:10]=[C:11]([CH:14]=[N:15][CH3:16])[CH:12]=[CH:13][C:8]=2[N:7]=[C:6]1[NH2:17])[CH:2]([CH3:4])[CH3:3].C1(C)C=CC(S([CH:27]([N+:34]#[C-:35])[C:28]2[CH:33]=[CH:32][CH:31]=[CH:30][CH:29]=2)(=O)=O)=CC=1.CN. Product: [CH2:1]([N:5]1[C:9]2[CH:10]=[C:11]([C:14]3[N:15]([CH3:16])[CH:35]=[N:34][C:27]=3[C:28]3[CH:29]=[CH:30][CH:31]=[CH:32][CH:33]=3)[CH:12]=[CH:13][C:8]=2[N:7]=[C:6]1[NH2:17])[CH:2]([CH3:4])[CH3:3]. The catalyst class is: 5. (3) Reactant: [C:1]([O:5][C:6]([N:8]1[CH2:13][CH2:12][N:11]([CH2:14][C:15]2[O:19][C:18]([C:20]([O-:22])=O)=[CH:17][CH:16]=2)[CH2:10][CH2:9]1)=[O:7])([CH3:4])([CH3:3])[CH3:2].[Na+].[CH3:24][C:25]([NH2:28])([CH3:27])[CH3:26].C(N(CC)CC)C.CCCP1(OP(CCC)(=O)OP(CCC)(=O)O1)=O. Product: [C:25]([NH:28][C:20]([C:18]1[O:19][C:15]([CH2:14][N:11]2[CH2:12][CH2:13][N:8]([C:6]([O:5][C:1]([CH3:2])([CH3:3])[CH3:4])=[O:7])[CH2:9][CH2:10]2)=[CH:16][CH:17]=1)=[O:22])([CH3:27])([CH3:26])[CH3:24]. The catalyst class is: 4. (4) Reactant: [F:1]/[C:2](/[CH:6]1[CH2:11][CH2:10][CH:9]([CH2:12][CH2:13][CH3:14])[CH2:8][CH2:7]1)=[C:3](/[F:5])\I.[F:15][C:16]1[C:21]([F:22])=[C:20]([O:23][CH2:24][CH3:25])[CH:19]=[CH:18][C:17]=1B(O)O.C(=O)([O-])[O-].[Na+].[Na+].O. Product: [F:5]/[C:3](/[C:17]1[CH:18]=[CH:19][C:20]([O:23][CH2:24][CH3:25])=[C:21]([F:22])[C:16]=1[F:15])=[C:2](/[F:1])\[CH:6]1[CH2:11][CH2:10][CH:9]([CH2:12][CH2:13][CH3:14])[CH2:8][CH2:7]1. The catalyst class is: 548. (5) The catalyst class is: 128. Reactant: FC(F)(F)S(O[C:7]1[C@@:11]2([CH3:28])[CH2:12][CH2:13][C@H:14]3[C@H:23]([C@@H:10]2[CH2:9][CH:8]=1)[CH2:22][CH:21]=[C:20]1[C@:15]3([CH3:27])[CH2:16][CH2:17][C:18](=[O:26])[N:19]1[CH2:24][CH3:25])(=O)=O.C([Sn](CCCC)(CCCC)[C:36]1[CH:41]=[CH:40][CH:39]=[CH:38][N:37]=1)CCC. Product: [CH2:24]([N:19]1[C:20]2[C@@:15]([CH3:27])([C@H:14]3[CH2:13][CH2:12][C@@:11]4([CH3:28])[C@@H:10]([CH2:9][CH:8]=[C:7]4[C:36]4[CH:41]=[CH:40][CH:39]=[CH:38][N:37]=4)[C@@H:23]3[CH2:22][CH:21]=2)[CH2:16][CH2:17][C:18]1=[O:26])[CH3:25]. (6) Reactant: [Cl:1][C:2]1[N:7]=[C:6](SC)[C:5]2[N:10]([CH:13]([F:15])[F:14])[CH:11]=[N:12][C:4]=2[CH:3]=1.[CH:16]1C=C(Cl)C=C(C(OO)=O)C=1.[S:27]([O-:31])([O-])(=[O:29])=S.[Na+].[Na+]. Product: [Cl:1][C:2]1[N:7]=[C:6]([S:27]([CH3:16])(=[O:31])=[O:29])[C:5]2[N:10]([CH:13]([F:14])[F:15])[CH:11]=[N:12][C:4]=2[CH:3]=1. The catalyst class is: 781.